From a dataset of Full USPTO retrosynthesis dataset with 1.9M reactions from patents (1976-2016). Predict the reactants needed to synthesize the given product. (1) The reactants are: Br[C:2]12[CH2:11][CH:6]3[CH2:7][CH:8]([CH2:10][CH:4]([CH2:5]3)[CH2:3]1)[CH2:9]2.C(N(CC)CC)C.[CH2:19]([OH:37])[CH2:20][O:21][CH2:22][CH2:23][O:24][CH2:25][CH2:26][O:27][CH2:28][CH2:29][O:30][CH2:31][CH2:32][O:33][CH2:34][CH2:35][OH:36]. Given the product [C:2]12([O:36][CH2:35][CH2:34][O:33][CH2:32][CH2:31][O:30][CH2:29][CH2:28][O:27][CH2:26][CH2:25][O:24][CH2:23][CH2:22][O:21][CH2:20][CH2:19][OH:37])[CH2:11][CH:6]3[CH2:7][CH:8]([CH2:10][CH:4]([CH2:5]3)[CH2:3]1)[CH2:9]2, predict the reactants needed to synthesize it. (2) Given the product [F:1][C:2]1[CH:3]=[C:4]([CH:19]=[CH:20][CH:21]=1)[CH2:5][C:7]1[CH:12]=[C:11]([O:13][CH3:14])[CH:10]=[CH:9][C:8]=1[CH2:15][C:16]([OH:18])=[O:17], predict the reactants needed to synthesize it. The reactants are: [F:1][C:2]1[CH:3]=[C:4]([CH:19]=[CH:20][CH:21]=1)[C:5]([C:7]1[CH:12]=[C:11]([O:13][CH3:14])[CH:10]=[CH:9][C:8]=1[CH2:15][C:16]([OH:18])=[O:17])=O.C(C1C=C(OC)C=CC=1CC(O)=O)(=O)C1C=CC=CC=1. (3) The reactants are: C[O:2][C:3](=[O:24])[C:4]1[CH:9]=[C:8]([C:10]2[S:11][CH:12]=[C:13]([C:15]3[CH:20]=[CH:19][C:18]([Cl:21])=[C:17]([Cl:22])[CH:16]=3)[N:14]=2)[CH:7]=[CH:6][C:5]=1Br.[CH3:25][O:26][C:27]1[CH:32]=[CH:31][C:30](B2OC(C)(C)C(C)(C)O2)=[C:29]([N+:42]([O-:44])=[O:43])[CH:28]=1. Given the product [Cl:22][C:17]1[CH:16]=[C:15]([C:13]2[N:14]=[C:10]([C:8]3[CH:9]=[C:4]([C:3]([OH:2])=[O:24])[C:5]([C:30]4[CH:31]=[CH:32][C:27]([O:26][CH3:25])=[CH:28][C:29]=4[N+:42]([O-:44])=[O:43])=[CH:6][CH:7]=3)[S:11][CH:12]=2)[CH:20]=[CH:19][C:18]=1[Cl:21], predict the reactants needed to synthesize it. (4) Given the product [Br-:32].[C:24]([CH2:23][CH2:22][CH2:21][CH2:20][CH2:19][N+:14]1[C:13]2[CH:29]=[C:30]([Cl:31])[C:10]([Cl:9])=[CH:11][C:12]=2[N:16]([CH3:17])[C:15]=1[CH3:18])([OH:26])=[O:25], predict the reactants needed to synthesize it. The reactants are: FC(F)(F)S([O-])(=O)=O.[Cl:9][C:10]1[C:30]([Cl:31])=[CH:29][C:13]2[N+:14]([CH2:19][CH2:20][CH2:21][CH2:22][CH2:23][C:24]([O:26]CC)=[O:25])=[C:15]([CH3:18])[N:16]([CH3:17])[C:12]=2[CH:11]=1.[BrH:32].